Predict the product of the given reaction. From a dataset of Forward reaction prediction with 1.9M reactions from USPTO patents (1976-2016). (1) Given the reactants [Br:1]N1C(=O)CCC1=O.CN(C)C=O.[C:14]([NH:17][C:18]1[CH:19]=[C:20]([OH:28])[C:21](=[CH:26][CH:27]=1)[C:22]([O:24][CH3:25])=[O:23])(=[O:16])[CH3:15], predict the reaction product. The product is: [C:14]([NH:17][C:18]1[CH:19]=[C:20]([OH:28])[C:21](=[CH:26][C:27]=1[Br:1])[C:22]([O:24][CH3:25])=[O:23])(=[O:16])[CH3:15]. (2) The product is: [CH:36]1[C:37]2[N:25]([C:23]3[CH:22]=[CH:21][C:19]4[S:20][C:16]5[CH:15]=[CH:14][C:13]([B:41]([OH:42])[OH:40])=[CH:38][C:17]=5[C:18]=4[CH:24]=3)[C:26]3[C:31](=[CH:30][CH:29]=[CH:28][CH:27]=3)[C:32]=2[CH:33]=[CH:34][CH:35]=1. Given the reactants [Li]CCCC.CCCCCC.Br[C:13]1[CH:14]=[CH:15][C:16]2[S:20][C:19]3[CH:21]=[CH:22][C:23]([N:25]4[C:37]5[CH:36]=[CH:35][CH:34]=[CH:33][C:32]=5[C:31]5[C:26]4=[CH:27][CH:28]=[CH:29][CH:30]=5)=[CH:24][C:18]=3[C:17]=2[CH:38]=1.C[O:40][B:41](OC)[O:42]C.Cl, predict the reaction product. (3) Given the reactants [CH:1]1([N:5]2[C:13]3[C:8](=[CH:9][CH:10]=[C:11]([OH:14])[CH:12]=3)[C:7]([C:15]#[N:16])=[CH:6]2)[CH2:4][CH2:3][CH2:2]1.[Li+].CC([N-]C(C)C)C.[I:25]I.C([O-])([O-])=O.[Cs+].[Cs+].Cl[C:34]1[N:39]=[CH:38][CH:37]=[CH:36][N:35]=1, predict the reaction product. The product is: [CH:1]1([N:5]2[C:13]3[C:8](=[CH:9][CH:10]=[C:11]([O:14][C:34]4[N:39]=[CH:38][CH:37]=[CH:36][N:35]=4)[CH:12]=3)[C:7]([C:15]#[N:16])=[C:6]2[I:25])[CH2:2][CH2:3][CH2:4]1. (4) Given the reactants [CH2:1]=[CH:2][C:3]1[CH:8]=[CH:7][CH:6]=[CH:5][CH:4]=1.CN([CH:11]1[CH2:16][CH2:15][CH2:14][CH2:13][CH2:12]1)[CH:11]1[CH2:16][CH2:15][CH2:14][CH2:13][CH2:12]1.Cl.CN1[C:29](=[O:30])CCC1, predict the reaction product. The product is: [C:3]1([CH:2]=[CH:1][C:11]2[CH:16]=[CH:15][CH:14]=[CH:13][CH:12]=2)[CH:8]=[CH:7][C:6]([CH:29]=[O:30])=[CH:5][CH:4]=1.